This data is from Forward reaction prediction with 1.9M reactions from USPTO patents (1976-2016). The task is: Predict the product of the given reaction. (1) Given the reactants Cl[C:2]1[CH:7]=[C:6]([Cl:8])[N:5]=[C:4]([C:9]([O:11][CH3:12])=[O:10])[C:3]=1[O:13][CH3:14].[N-:15]=[N+]=[N-].[Na+].CCOC(C)=O.[BH4-].[Na+], predict the reaction product. The product is: [NH2:15][C:2]1[CH:7]=[C:6]([Cl:8])[N:5]=[C:4]([C:9]([O:11][CH3:12])=[O:10])[C:3]=1[O:13][CH3:14]. (2) Given the reactants [C:1]([O:5][C:6]([N:8]1[CH2:13][CH2:12][O:11][CH:10]([C:14]2[CH:19]=[CH:18][C:17]([NH:20][C:21]3[N:26]=[C:25]([CH2:27][CH2:28][C:29]4[CH:34]=[CH:33][CH:32]=[CH:31][C:30]=4[CH2:35][C:36](O)=[O:37])[C:24]([C:39]([F:42])([F:41])[F:40])=[CH:23][N:22]=3)=[CH:16][CH:15]=2)[CH2:9]1)=[O:7])([CH3:4])([CH3:3])[CH3:2].C(=O)([O-])[O-].[NH4+].[NH4+].C[N:50](C(ON1N=NC2C=CC=NC1=2)=[N+](C)C)C.F[P-](F)(F)(F)(F)F.CCN(C(C)C)C(C)C, predict the reaction product. The product is: [NH2:50][C:36](=[O:37])[CH2:35][C:30]1[CH:31]=[CH:32][CH:33]=[CH:34][C:29]=1[CH2:28][CH2:27][C:25]1[C:24]([C:39]([F:42])([F:41])[F:40])=[CH:23][N:22]=[C:21]([NH:20][C:17]2[CH:16]=[CH:15][C:14]([CH:10]3[O:11][CH2:12][CH2:13][N:8]([C:6]([O:5][C:1]([CH3:4])([CH3:2])[CH3:3])=[O:7])[CH2:9]3)=[CH:19][CH:18]=2)[N:26]=1. (3) Given the reactants [OH:1][C:2]1[CH:3]=[N:4][CH:5]=[CH:6][CH:7]=1.[H-].[Na+].Cl[C:11]1[N:16]=[C:15](Cl)[CH:14]=[C:13]([Cl:18])[N:12]=1.[NH:19]1[CH2:24][CH2:23][O:22][CH2:21][CH2:20]1, predict the reaction product. The product is: [Cl:18][C:13]1[N:12]=[C:11]([O:1][C:2]2[CH:3]=[N:4][CH:5]=[CH:6][CH:7]=2)[N:16]=[C:15]([N:19]2[CH2:24][CH2:23][O:22][CH2:21][CH2:20]2)[CH:14]=1. (4) Given the reactants [CH2:1]([C:3]([C:21]1[CH:26]=[CH:25][C:24]([OH:27])=[C:23]([CH3:28])[CH:22]=1)([C:6]1[CH:11]=[CH:10][C:9](/[CH:12]=[CH:13]/[C:14]([CH2:18][CH3:19])([OH:17])[CH2:15][CH3:16])=[C:8]([CH3:20])[CH:7]=1)[CH2:4][CH3:5])[CH3:2].C([O-])([O-])=O.[K+].[K+].Cl.Cl[CH2:37][C:38]1[CH:43]=[CH:42][N:41]=[CH:40][CH:39]=1.C(OCC)(=O)C, predict the reaction product. The product is: [CH2:18]([C:14]([OH:17])([CH2:15][CH3:16])/[CH:13]=[CH:12]/[C:9]1[CH:10]=[CH:11][C:6]([C:3]([CH2:4][CH3:5])([C:21]2[CH:26]=[CH:25][C:24]([O:27][CH2:37][C:38]3[CH:43]=[CH:42][N:41]=[CH:40][CH:39]=3)=[C:23]([CH3:28])[CH:22]=2)[CH2:1][CH3:2])=[CH:7][C:8]=1[CH3:20])[CH3:19].